From a dataset of CYP1A2 inhibition data for predicting drug metabolism from PubChem BioAssay. Regression/Classification. Given a drug SMILES string, predict its absorption, distribution, metabolism, or excretion properties. Task type varies by dataset: regression for continuous measurements (e.g., permeability, clearance, half-life) or binary classification for categorical outcomes (e.g., BBB penetration, CYP inhibition). Dataset: cyp1a2_veith. (1) The result is 0 (non-inhibitor). The molecule is COc1ccc(CCNC(=O)CCN2C(=O)COc3ccc(C)cc32)cc1OC. (2) The drug is CCCc1cc(=O)oc2cc(OCc3cc(OC)c(OC)c(OC)c3)c(Cl)cc12. The result is 0 (non-inhibitor).